This data is from Cav3 T-type calcium channel HTS with 100,875 compounds. The task is: Binary Classification. Given a drug SMILES string, predict its activity (active/inactive) in a high-throughput screening assay against a specified biological target. (1) The compound is O=C(NCc1ccc(cc1)C)c1c(N)cccc1. The result is 0 (inactive). (2) The compound is s1c2c(n(c(C(=O)NCCCN3CCCCC3)c2)C)cc1. The result is 0 (inactive). (3) The drug is O(c1cc(NC(=O)c2noc(c2)C)ccc1OC)C. The result is 0 (inactive). (4) The drug is S(c1n(\c([nH]n1)=C1\c2c(N=C1)cccc2)CC)C. The result is 0 (inactive). (5) The compound is Clc1c(Oc2snnc2)ccc(Cl)c1. The result is 0 (inactive). (6) The compound is Clc1sc(C(=O)N2CCCC2)cc1. The result is 0 (inactive). (7) The compound is S(CC(=O)N1CCc2c1cccc2)c1ncc(c2[nH]c3c(n2)cc(c(c3)C)C)cc1. The result is 0 (inactive). (8) The drug is S(c1c(c2sc(NC(=O)Nc3c(F)cccc3)nn2)cccc1)Cc1ccccc1. The result is 0 (inactive).